From a dataset of TCR-epitope binding with 47,182 pairs between 192 epitopes and 23,139 TCRs. Binary Classification. Given a T-cell receptor sequence (or CDR3 region) and an epitope sequence, predict whether binding occurs between them. (1) The epitope is HTTDPSFLGRY. The TCR CDR3 sequence is CASNSGGAYNEQFF. Result: 1 (the TCR binds to the epitope). (2) The epitope is FVDGVPFVV. The TCR CDR3 sequence is CASSYLAGERRGYTF. Result: 1 (the TCR binds to the epitope). (3) The epitope is CINGVCWTV. The TCR CDR3 sequence is CASSLTLGLAGVETQYF. Result: 1 (the TCR binds to the epitope). (4) The epitope is KAYNVTQAF. The TCR CDR3 sequence is CASSVGSQNTEAFF. Result: 1 (the TCR binds to the epitope). (5) The epitope is TPRVTGGGAM. The TCR CDR3 sequence is CASSLHDRGSRTEAFF. Result: 1 (the TCR binds to the epitope). (6) The epitope is EPLPQGQLTAY. The TCR CDR3 sequence is CASSLAGGSWDTEAFF. Result: 0 (the TCR does not bind to the epitope).